From a dataset of Experimentally validated miRNA-target interactions with 360,000+ pairs, plus equal number of negative samples. Binary Classification. Given a miRNA mature sequence and a target amino acid sequence, predict their likelihood of interaction. (1) The miRNA is hsa-miR-30d-5p with sequence UGUAAACAUCCCCGACUGGAAG. The protein sequence of the target gene is MKNPEEAADGKQRIHLRPGSLRGAAPAKLHLLPCDVLVSRPAPVDRFFTPAVRHDADGLQASFRGRGLRGEEVAVPPGFAGFVMVTEEKGEGLIGKLNFSGDAEDKADEAQEPLERDFDRLIGATGSFSHFTLWGLETVPGPDAKVHRALGWPSLAAAIHAQVPED. Result: 0 (no interaction). (2) The miRNA is mmu-miR-486b-3p with sequence CGGGGCAGCUCAGUACAGGA. The protein sequence of the target gene is MGAQPGEPQNTCSRIQTLFRRVKTLLIKAPPPPQPPPPPPSWNPGCTHVYGYAFGHMHDNNLEHLPSQQVLDTGEQLMVPVEVLEVDNKEALWKFLLSGAMAGAVSRTGTAPLDRAKVYMQVYSSKTNFTNLLGGLQSMVQEGGFRSLWRGNGINVLKIAPEYAIKFSVFEQCKNYFCGIQGSPPFQERLLAGSLAVAISQTLINPMEVLKTRLTLRRTGQYKGLLDCARQILQREGTRALYRGYLPNMLGIIPYACTDLAVYEMLQCFWVKSGRDMGDPSGLVSLSSVTLSTTCGQMAS.... Result: 0 (no interaction). (3) The miRNA is hsa-miR-1224-3p with sequence CCCCACCUCCUCUCUCCUCAG. The protein sequence of the target gene is MEDQREALRKIITTLAMKNEETQTFIYSLKQMLLNVEANSAKVQEDLEAEFQSLTSVLEELKESMLMKIKQDRASRTYELQNQLAACTRALESSEELLETANQTLQASDSEDFSQAAKEIKDGITMAPAFRLSLKAKVSDNMSHLMVDFAQERQMLQALKFLPVPSAPTIDLAESLVSDNCVTLVWHMPDEDSKIDHYVLEYRKTNFEGPPRLKEDHPWMVVEGIRQTEHTLTGLKFDMKYMNIRVKACNKAVAGEFSEPVTLETPAFMFRLDGSTSHQNLRVEDLSAEWDAMGGKVQDI.... Result: 0 (no interaction).